From a dataset of Full USPTO retrosynthesis dataset with 1.9M reactions from patents (1976-2016). Predict the reactants needed to synthesize the given product. (1) Given the product [CH:42]([C:2]1[N:7]=[C:6]2[C:8]3([CH2:29][CH2:30][O:31][CH2:32][CH2:33]3)[CH2:9][N:10]([C:11]3[C:20]4[C:15](=[CH:16][C:17]([F:21])=[CH:18][CH:19]=4)[N:14]=[C:13]([C:22]4[CH:27]=[CH:26][CH:25]=[CH:24][N:23]=4)[C:12]=3[CH3:28])[C:5]2=[CH:4][C:3]=1[N:34]1[CH2:39][CH2:38][O:37][CH2:36][CH2:35]1)=[CH2:43], predict the reactants needed to synthesize it. The reactants are: Br[C:2]1[N:7]=[C:6]2[C:8]3([CH2:33][CH2:32][O:31][CH2:30][CH2:29]3)[CH2:9][N:10]([C:11]3[C:20]4[C:15](=[CH:16][C:17]([F:21])=[CH:18][CH:19]=4)[N:14]=[C:13]([C:22]4[CH:27]=[CH:26][CH:25]=[CH:24][N:23]=4)[C:12]=3[CH3:28])[C:5]2=[CH:4][C:3]=1[N:34]1[CH2:39][CH2:38][O:37][CH2:36][CH2:35]1.[F-].[Cs+].[CH2:42]([Sn](CCCC)(CCCC)C=C)[CH2:43]CC. (2) Given the product [Br:1][C:2]1[CH:3]=[CH:4][C:5]([O:13][CH2:14][CH3:15])=[C:6]([CH:12]=1)[C:7]([OH:9])=[O:8], predict the reactants needed to synthesize it. The reactants are: [Br:1][C:2]1[CH:3]=[CH:4][C:5]([O:13][CH2:14][CH3:15])=[C:6]([CH:12]=1)[C:7]([O:9]CC)=[O:8].O. (3) Given the product [S:27]1[CH2:31][CH2:30][N:26]=[C:25]1[N:3]1[CH:2]([CH3:1])[CH2:8][C:7]2[CH:9]=[C:10]3[O:15][CH2:14][O:13][C:11]3=[CH:12][C:6]=2[C:5]([C:16]2[CH:17]=[CH:18][C:19]([N+:22]([O-:24])=[O:23])=[CH:20][CH:21]=2)=[N:4]1, predict the reactants needed to synthesize it. The reactants are: [CH3:1][CH:2]1[CH2:8][C:7]2[CH:9]=[C:10]3[O:15][CH2:14][O:13][C:11]3=[CH:12][C:6]=2[C:5]([C:16]2[CH:21]=[CH:20][C:19]([N+:22]([O-:24])=[O:23])=[CH:18][CH:17]=2)=[N:4][N:3]1[C:25](=[S:27])[NH2:26].Br.Br[CH2:30][CH2:31]N.CN(C)C=O. (4) The reactants are: Br[C:2]1[CH:7]=[CH:6][C:5]([N+:8]([O-:10])=[O:9])=[CH:4][N:3]=1.[C:11]([O:15][C:16]([N:18]1[CH2:23][CH2:22][NH:21][CH2:20][CH2:19]1)=[O:17])([CH3:14])([CH3:13])[CH3:12].C(N(CC)CC)C. Given the product [N+:8]([C:5]1[CH:6]=[CH:7][C:2]([N:21]2[CH2:20][CH2:19][N:18]([C:16]([O:15][C:11]([CH3:14])([CH3:13])[CH3:12])=[O:17])[CH2:23][CH2:22]2)=[N:3][CH:4]=1)([O-:10])=[O:9], predict the reactants needed to synthesize it. (5) Given the product [CH3:3][C:4]1[O:8][C:7]([C:9]2[CH:14]=[CH:13][CH:12]=[CH:11][CH:10]=2)=[N:6][C:5]=1[CH2:15][CH2:16][O:17][C:18]1[N:19]=[CH:20][C:21]([CH2:22][OH:23])=[CH:24][CH:25]=1, predict the reactants needed to synthesize it. The reactants are: [BH4-].[Na+].[CH3:3][C:4]1[O:8][C:7]([C:9]2[CH:14]=[CH:13][CH:12]=[CH:11][CH:10]=2)=[N:6][C:5]=1[CH2:15][CH2:16][O:17][C:18]1[CH:25]=[CH:24][C:21]([CH:22]=[O:23])=[CH:20][N:19]=1. (6) Given the product [Cl:1][C:2]1[N:7]=[C:6]([O:8][CH3:9])[N:5]=[C:4]([NH:10][N:11]=[C:13]([C:15]2[CH:20]=[CH:19][C:18]([N:21]([CH3:23])[CH3:22])=[CH:17][CH:16]=2)[CH3:12])[CH:3]=1, predict the reactants needed to synthesize it. The reactants are: [Cl:1][C:2]1[N:7]=[C:6]([O:8][CH3:9])[N:5]=[C:4]([NH:10][NH2:11])[CH:3]=1.[CH3:12][C:13]([C:15]1[CH:20]=[CH:19][C:18]([N:21]([CH3:23])[CH3:22])=[CH:17][CH:16]=1)=O. (7) Given the product [CH3:37][O:36][C:16]1[CH:17]=[C:18]2[C:23](=[CH:24][C:15]=1[O:14][CH:11]1[CH2:12][CH2:13][NH:8][CH2:9][CH2:10]1)[N:22]=[CH:21][N:20]=[C:19]2[O:25][C:26]1[CH:34]=[C:33]2[C:29]([CH:30]=[C:31]([CH3:35])[NH:32]2)=[CH:28][CH:27]=1, predict the reactants needed to synthesize it. The reactants are: C(OC([N:8]1[CH2:13][CH2:12][CH:11]([O:14][C:15]2[CH:24]=[C:23]3[C:18]([C:19]([O:25][C:26]4[CH:34]=[C:33]5[C:29]([CH:30]=[C:31]([CH3:35])[NH:32]5)=[CH:28][CH:27]=4)=[N:20][CH:21]=[N:22]3)=[CH:17][C:16]=2[O:36][CH3:37])[CH2:10][CH2:9]1)=O)(C)(C)C.C(O)(C(F)(F)F)=O. (8) Given the product [F:29][C:23]1[CH:24]=[C:25]([I:28])[CH:26]=[CH:27][C:22]=1[NH:21][C:16]1[C:17]([C:18]([NH:32][CH2:33][CH2:34][CH2:35][OH:36])=[O:20])=[CH:12][N:13]([CH3:31])[C:14](=[O:30])[CH:15]=1, predict the reactants needed to synthesize it. The reactants are: FC1C(F)=C(F)C(F)=C(F)C=1[C:12]1[N:13]([CH3:31])[C:14](=[O:30])[CH:15]=[C:16]([NH:21][C:22]2[CH:27]=[CH:26][C:25]([I:28])=[CH:24][C:23]=2[F:29])[C:17]=1[C:18]([O-:20])=O.[NH2:32][CH2:33][CH2:34][CH2:35][OH:36].CCN(C(C)C)C(C)C.